From a dataset of Peptide-MHC class I binding affinity with 185,985 pairs from IEDB/IMGT. Regression. Given a peptide amino acid sequence and an MHC pseudo amino acid sequence, predict their binding affinity value. This is MHC class I binding data. The peptide sequence is GYGRVNAGK. The MHC is HLA-A26:01 with pseudo-sequence HLA-A26:01. The binding affinity (normalized) is 0.0847.